From a dataset of Full USPTO retrosynthesis dataset with 1.9M reactions from patents (1976-2016). Predict the reactants needed to synthesize the given product. (1) Given the product [C:52]([O:51][C:49]([N:46]1[CH2:47][CH2:48][N:43]([CH2:42][CH2:41][O:26][C:22]2[CH:23]=[CH:24][CH:25]=[C:20]([C:18]3[CH:19]=[C:14]([NH:13][C:11]4[CH:10]=[CH:9][CH:8]=[C:7]([N:3]5[CH2:4][CH2:5][CH2:6][CH:2]5[CH3:1])[N:12]=4)[C:15]4[N:16]([CH:27]=[CH:28][N:29]=4)[N:17]=3)[CH:21]=2)[CH2:44][CH2:45]1)=[O:50])([CH3:55])([CH3:54])[CH3:53], predict the reactants needed to synthesize it. The reactants are: [CH3:1][CH:2]1[CH2:6][CH2:5][CH2:4][N:3]1[C:7]1[N:12]=[C:11]([NH:13][C:14]2[C:15]3[N:16]([CH:27]=[CH:28][N:29]=3)[N:17]=[C:18]([C:20]3[CH:21]=[C:22]([OH:26])[CH:23]=[CH:24][CH:25]=3)[CH:19]=2)[CH:10]=[CH:9][CH:8]=1.C([O-])([O-])=O.[K+].[K+].CS(O[CH2:41][CH2:42][N:43]1[CH2:48][CH2:47][N:46]([C:49]([O:51][C:52]([CH3:55])([CH3:54])[CH3:53])=[O:50])[CH2:45][CH2:44]1)(=O)=O.O. (2) Given the product [F:21][C:18]1[CH:19]=[CH:20][C:15]([O:14][CH2:13][C:10]2[N:11]=[CH:12][C:7]([CH:1]=[O:3])=[CH:8][CH:9]=2)=[CH:16][CH:17]=1, predict the reactants needed to synthesize it. The reactants are: [CH2:1]([O:3]CC)C.Br[C:7]1[CH:8]=[CH:9][C:10]([CH2:13][O:14][C:15]2[CH:20]=[CH:19][C:18]([F:21])=[CH:17][CH:16]=2)=[N:11][CH:12]=1.C([Li])CCC.CN(C)C=O. (3) Given the product [O:33]1[CH2:34][CH2:35][O:32][CH:30]1[CH2:31][CH:36]([C:37]1([OH:38])[CH2:9][N:10]([C:12]([O:14][CH2:15][C:16]2[CH:21]=[CH:20][CH:19]=[CH:18][CH:17]=2)=[O:13])[CH2:39]1)[OH:26], predict the reactants needed to synthesize it. The reactants are: O1CCOC1CC=C1C[N:10]([C:12]([O:14][CH2:15][C:16]2[CH:21]=[CH:20][CH:19]=[CH:18][CH:17]=2)=[O:13])[CH2:9]1.C[N+]1([O-])CC[O:26]CC1.[C:30]([O:33][CH2:34][CH3:35])(=[O:32])[CH3:31].[CH3:36][C:37]([CH3:39])=[O:38].O. (4) Given the product [C:22]1([CH:28]([C:31]2[CH:32]=[CH:33][CH:34]=[CH:35][CH:36]=2)[CH2:29][S:1][C:2]2[S:3][C:4]3[CH2:14][CH2:13][C:12]4[C:7](=[CH:8][CH:9]=[CH:10][C:11]=4[O:15][CH2:16][C:17]([O:19][CH2:20][CH3:21])=[O:18])[C:5]=3[N:6]=2)[CH:27]=[CH:26][CH:25]=[CH:24][CH:23]=1, predict the reactants needed to synthesize it. The reactants are: [SH:1][C:2]1[S:3][C:4]2[CH2:14][CH2:13][C:12]3[C:7](=[CH:8][CH:9]=[CH:10][C:11]=3[O:15][CH2:16][C:17]([O:19][CH2:20][CH3:21])=[O:18])[C:5]=2[N:6]=1.[C:22]1([CH:28]([C:31]2[CH:36]=[CH:35][CH:34]=[CH:33][CH:32]=2)[CH2:29]I)[CH:27]=[CH:26][CH:25]=[CH:24][CH:23]=1.C(=O)([O-])[O-].[K+].[K+].